Predict the reaction yield, written as a fraction of the theoretical maximum amount of product (1.0 means a 100% yield; for example, 0.34 means a 34% yield). From a dataset of Buchwald-Hartwig C-N cross coupling reaction yields with 55,370 reactions. (1) No catalyst specified. The product is Cc1ccc(Nc2ccc(C(F)(F)F)cc2)cc1. The yield is 0.0314. The reactants are FC(F)(F)c1ccc(I)cc1.Cc1ccc(N)cc1.O=S(=O)(O[Pd]1c2ccccc2-c2ccccc2N~1)C(F)(F)F.CC(C)c1cc(C(C)C)c(-c2ccccc2P(C(C)(C)C)C(C)(C)C)c(C(C)C)c1.CN(C)C(=NC(C)(C)C)N(C)C.CCOC(=O)c1cnoc1. (2) The reactants are Ic1ccccn1.Cc1ccc(N)cc1.O=S(=O)(O[Pd]1c2ccccc2-c2ccccc2N~1)C(F)(F)F.CC(C)c1cc(C(C)C)c(-c2ccccc2P(C(C)(C)C)C(C)(C)C)c(C(C)C)c1.CN1CCCN2CCCN=C12.c1ccc(CN(Cc2ccccc2)c2ccno2)cc1. No catalyst specified. The product is Cc1ccc(Nc2ccccn2)cc1. The yield is 0.841. (3) The reactants are CCc1ccc(I)cc1.Cc1ccc(N)cc1.O=S(=O)(O[Pd]1c2ccccc2-c2ccccc2N~1)C(F)(F)F.COc1ccc(OC)c(P([C@]23C[C@H]4C[C@H](C[C@H](C4)C2)C3)[C@]23C[C@H]4C[C@H](C[C@H](C4)C2)C3)c1-c1c(C(C)C)cc(C(C)C)cc1C(C)C.CCN=P(N=P(N(C)C)(N(C)C)N(C)C)(N(C)C)N(C)C.CCOC(=O)c1cnoc1. No catalyst specified. The product is CCc1ccc(Nc2ccc(C)cc2)cc1. The yield is 0.0693. (4) The reactants are Clc1cccnc1.Cc1ccc(N)cc1.O=S(=O)(O[Pd]1c2ccccc2-c2ccccc2N~1)C(F)(F)F.CC(C)c1cc(C(C)C)c(-c2ccccc2P(C(C)(C)C)C(C)(C)C)c(C(C)C)c1.CN1CCCN2CCCN=C12.CCOC(=O)c1cc(OC)no1. No catalyst specified. The product is Cc1ccc(Nc2cccnc2)cc1. The yield is 0.238. (5) The reactants are CCc1ccc(I)cc1.Cc1ccc(N)cc1.O=S(=O)(O[Pd]1c2ccccc2-c2ccccc2N~1)C(F)(F)F.CC(C)c1cc(C(C)C)c(-c2ccccc2P(C2CCCCC2)C2CCCCC2)c(C(C)C)c1.CN(C)C(=NC(C)(C)C)N(C)C.CCOC(=O)c1cnoc1. No catalyst specified. The product is CCc1ccc(Nc2ccc(C)cc2)cc1. The yield is 0.00602.